Dataset: Full USPTO retrosynthesis dataset with 1.9M reactions from patents (1976-2016). Task: Predict the reactants needed to synthesize the given product. (1) Given the product [F:34][C:21]1[CH:20]=[C:19]([N:15]2[C:16]3[C:11](=[CH:10][C:9]([S:43]([Cl:47])(=[O:45])=[O:44])=[CH:18][CH:17]=3)[CH:12]=[CH:13][C:14]2=[O:35])[C:24]([O:25][CH3:26])=[CH:23][C:22]=1[C:27]1[CH:32]=[CH:31][CH:30]=[C:29]([F:33])[CH:28]=1, predict the reactants needed to synthesize it. The reactants are: C(S[C:9]1[CH:10]=[C:11]2[C:16](=[CH:17][CH:18]=1)[N:15]([C:19]1[C:24]([O:25][CH3:26])=[CH:23][C:22]([C:27]3[CH:32]=[CH:31][CH:30]=[C:29]([F:33])[CH:28]=3)=[C:21]([F:34])[CH:20]=1)[C:14](=[O:35])[CH:13]=[CH:12]2)C1C=CC=CC=1.C(Cl)Cl.C(O)(=O)C.[S:43]([Cl:47])(Cl)(=[O:45])=[O:44]. (2) Given the product [CH2:10]([O:11][C:12]([C:14]1[S:15][C:16]([S:34][CH3:35])=[C:17]([S:19]([C:22]2[CH:23]=[C:24]([C:1]3[CH:6]=[CH:5][CH:4]=[CH:3][CH:2]=3)[CH:25]=[C:26]([O:28][C:29]([CH3:32])([CH3:31])[CH3:30])[CH:27]=2)(=[O:21])=[O:20])[CH:18]=1)=[O:13])[CH3:36], predict the reactants needed to synthesize it. The reactants are: [C:1]1(B(O)O)[CH:6]=[CH:5][CH:4]=[CH:3][CH:2]=1.[CH3:10][O:11][C:12]([C:14]1[S:15][C:16]([S:34][CH3:35])=[C:17]([S:19]([C:22]2[CH:27]=[C:26]([O:28][C:29]([CH3:32])([CH3:31])[CH3:30])[CH:25]=[C:24](Br)[CH:23]=2)(=[O:21])=[O:20])[CH:18]=1)=[O:13].[C:36]([O-])([O-])=O.[Na+].[Na+].C1(C)C=CC=CC=1. (3) Given the product [Br:16][C:17]1[C:18]([CH:30]=[O:31])=[C:19]([F:27])[C:20]([C:23]([F:25])([F:24])[F:26])=[CH:21][CH:22]=1, predict the reactants needed to synthesize it. The reactants are: CC1(C)CCCC(C)(C)N1.C([Li])CCC.[Br:16][C:17]1[CH:22]=[CH:21][C:20]([C:23]([F:26])([F:25])[F:24])=[C:19]([F:27])[CH:18]=1.C1C[O:31][CH2:30]C1.